The task is: Predict the reactants needed to synthesize the given product.. This data is from Full USPTO retrosynthesis dataset with 1.9M reactions from patents (1976-2016). (1) Given the product [C:53]([O:52][C:50](=[O:51])[N:42]([CH2:32][C:29]1[CH:28]=[N:27][C:26]([CH:25]([S:22]([C:19]2[CH:18]=[CH:17][C:16]([Cl:15])=[CH:21][CH:20]=2)(=[O:23])=[O:24])[C:34]2[CH:39]=[C:38]([F:40])[CH:37]=[CH:36][C:35]=2[F:41])=[CH:31][CH:30]=1)[C:43]([O:45][C:46]([CH3:47])([CH3:48])[CH3:49])=[O:44])([CH3:56])([CH3:55])[CH3:54], predict the reactants needed to synthesize it. The reactants are: N(C(OC(C)C)=O)=NC(OC(C)C)=O.[Cl:15][C:16]1[CH:21]=[CH:20][C:19]([S:22]([CH:25]([C:34]2[CH:39]=[C:38]([F:40])[CH:37]=[CH:36][C:35]=2[F:41])[C:26]2[CH:31]=[CH:30][C:29]([CH2:32]O)=[CH:28][N:27]=2)(=[O:24])=[O:23])=[CH:18][CH:17]=1.[NH:42]([C:50]([O:52][C:53]([CH3:56])([CH3:55])[CH3:54])=[O:51])[C:43]([O:45][C:46]([CH3:49])([CH3:48])[CH3:47])=[O:44].C1(P(C2C=CC=CC=2)C2C=CC=CC=2)C=CC=CC=1. (2) Given the product [CH3:1][S:2]([OH:5])(=[O:4])=[O:3].[N:6]1[CH:11]=[CH:10][CH:9]=[C:8]([NH:12][C:13](=[O:38])[C:14]2[CH:19]=[C:18]([CH2:20][C:21]3[C:22](=[O:33])[C:23]([O:31][CH3:32])=[C:24]([O:29][CH3:30])[C:25](=[O:28])[C:26]=3[CH3:27])[CH:17]=[CH:16][C:15]=2[OH:34])[CH:7]=1, predict the reactants needed to synthesize it. The reactants are: [CH3:1][S:2]([OH:5])(=[O:4])=[O:3].[N:6]1[CH:11]=[CH:10][CH:9]=[C:8]([NH:12][C:13](=[O:38])[C:14]2[CH:19]=[C:18]([CH2:20][C:21]3[C:22](=[O:33])[C:23]([O:31][CH3:32])=[C:24]([O:29][CH3:30])[C:25](=[O:28])[C:26]=3[CH3:27])[CH:17]=[CH:16][C:15]=2[O:34]C(=O)C)[CH:7]=1. (3) Given the product [Cl:6][C:7]1[CH:8]=[CH:9][C:10]2[N:16]([CH2:17][C:18]3[CH:23]=[CH:22][C:21]([O:24][CH3:25])=[CH:20][C:19]=3[O:26][CH3:27])[C:15](=[O:28])[C@@H:14]([CH2:29][C:30]3[O:31][C:34]([CH2:35][CH2:36][C:37]([O:39][CH2:40][CH3:41])=[O:38])=[C:33]([CH3:43])[N:32]=3)[O:13][C@H:12]([C:44]3[CH:49]=[CH:48][CH:47]=[C:46]([O:50][CH3:51])[C:45]=3[O:52][CH3:53])[C:11]=2[CH:54]=1, predict the reactants needed to synthesize it. The reactants are: CN(C)C=O.[Cl:6][C:7]1[CH:8]=[CH:9][C:10]2[N:16]([CH2:17][C:18]3[CH:23]=[CH:22][C:21]([O:24][CH3:25])=[CH:20][C:19]=3[O:26][CH3:27])[C:15](=[O:28])[C@@H:14]([CH2:29][C:30]([NH:32][CH:33]([CH3:43])[C:34](=O)[CH2:35][CH2:36][C:37]([O:39][CH2:40][CH3:41])=[O:38])=[O:31])[O:13][C@H:12]([C:44]3[CH:49]=[CH:48][CH:47]=[C:46]([O:50][CH3:51])[C:45]=3[O:52][CH3:53])[C:11]=2[CH:54]=1.P(Cl)(Cl)(Cl)=O.C(=O)([O-])O.[Na+]. (4) Given the product [Br:1][C:2]1[CH:10]=[C:9]([C:11]([F:12])([F:13])[F:14])[CH:8]=[C:7]2[C:3]=1[CH2:4][CH2:5][N:6]2[C:15](=[O:19])[CH:16]([CH3:18])[CH3:17], predict the reactants needed to synthesize it. The reactants are: [Br:1][C:2]1[CH:10]=[C:9]([C:11]([F:14])([F:13])[F:12])[CH:8]=[C:7]2[C:3]=1[CH2:4][CH2:5][NH:6]2.[C:15](Cl)(=[O:19])[CH:16]([CH3:18])[CH3:17].N1C=CC=CC=1.O. (5) Given the product [CH2:1]([O:5][C:6]1[CH:11]=[CH:10][C:9]([S:12]([NH:15][CH:16]([CH:17]([CH3:19])[CH3:18])[C:20]([NH:24][OH:23])=[O:22])(=[O:14])=[O:13])=[CH:8][CH:7]=1)[CH:2]=[C:3]=[CH2:4], predict the reactants needed to synthesize it. The reactants are: [CH2:1]([O:5][C:6]1[CH:11]=[CH:10][C:9]([S:12]([NH:15][C@H:16]([C:20]([OH:22])=O)[CH:17]([CH3:19])[CH3:18])(=[O:14])=[O:13])=[CH:8][CH:7]=1)[CH:2]=[C:3]=[CH2:4].[OH:23][N:24]1C2C=CC=CC=2N=N1.Cl.CN(C)CCCN=C=NCC.CN1CCOCC1.NO. (6) Given the product [CH2:1]([O:3][C:4]([C:6]1([CH2:13][NH2:14])[CH2:8][CH:7]1[CH2:9][CH:10]([CH3:11])[CH3:12])=[O:5])[CH3:2], predict the reactants needed to synthesize it. The reactants are: [CH2:1]([O:3][C:4]([C:6]1([C:13]#[N:14])[CH2:8][CH:7]1[CH2:9][CH:10]([CH3:12])[CH3:11])=[O:5])[CH3:2].C(N(CC)CC)C. (7) Given the product [CH2:29]([O:36][C:37](=[O:50])[NH:38][CH2:39][CH2:40][C:41]1[O:49][C:44]([CH:45]([CH3:47])[CH3:46])=[CH:43][N:42]=1)[C:30]1[CH:35]=[CH:34][CH:33]=[CH:32][CH:31]=1, predict the reactants needed to synthesize it. The reactants are: C1(P(C2C=CC=CC=2)C2C=CC=CC=2)C=CC=CC=1.II.C(N(CC)CC)C.[CH2:29]([O:36][C:37](=[O:50])[NH:38][CH2:39][CH2:40][C:41](=[O:49])[NH:42][CH2:43][C:44](=O)[CH:45]([CH3:47])[CH3:46])[C:30]1[CH:35]=[CH:34][CH:33]=[CH:32][CH:31]=1.